The task is: Predict which catalyst facilitates the given reaction.. This data is from Catalyst prediction with 721,799 reactions and 888 catalyst types from USPTO. (1) Reactant: [CH3:1][O:2][C:3](=[O:22])[CH:4]([CH3:21])[CH:5]([C:7]1[CH:12]=[CH:11][C:10]([O:13]CC2C=CC=CC=2)=[CH:9][CH:8]=1)[OH:6].[H][H]. Product: [CH3:1][O:2][C:3](=[O:22])[CH:4]([CH3:21])[CH:5]([OH:6])[C:7]1[CH:12]=[CH:11][C:10]([OH:13])=[CH:9][CH:8]=1. The catalyst class is: 19. (2) Reactant: CS([C:5]1[N:10]=[C:9]([O:11][CH3:12])[C:8]([S:13]([C:16]([F:19])([F:18])[F:17])(=[O:15])=[O:14])=[C:7]([C:20]2[CH:25]=[CH:24][C:23]([Cl:26])=[CH:22][C:21]=2[Cl:27])[N:6]=1)(=O)=O.C([Li])CCC.[F:33][C:34]1[CH:35]=[C:36]([OH:41])[CH:37]=[CH:38][C:39]=1[F:40].[Cl-].[NH4+]. Product: [F:33][C:34]1[CH:35]=[C:36]([CH:37]=[CH:38][C:39]=1[F:40])[O:41][C:5]1[N:10]=[C:9]([O:11][CH3:12])[C:8]([S:13]([C:16]([F:19])([F:18])[F:17])(=[O:15])=[O:14])=[C:7]([C:20]2[CH:25]=[CH:24][C:23]([Cl:26])=[CH:22][C:21]=2[Cl:27])[N:6]=1. The catalyst class is: 76. (3) Reactant: [CH3:1][C:2]1[N:3]=[CH:4][CH:5]=[C:6]2[C:11]=1[C:10](=[O:12])[N:9]([CH3:13])[C:8]1[CH:14]=[C:15]([O:22][CH2:23][C@@H:24]([N:29]3C(=O)C4C(=CC=CC=4)C3=O)[CH2:25][CH:26]([CH3:28])[CH3:27])[C:16]([C:18]([F:21])([F:20])[F:19])=[CH:17][C:7]2=1.O.NN. Product: [NH2:29][C@@H:24]([CH2:25][CH:26]([CH3:28])[CH3:27])[CH2:23][O:22][C:15]1[C:16]([C:18]([F:20])([F:21])[F:19])=[CH:17][C:7]2[C:6]3[C:11](=[C:2]([CH3:1])[N:3]=[CH:4][CH:5]=3)[C:10](=[O:12])[N:9]([CH3:13])[C:8]=2[CH:14]=1. The catalyst class is: 14. (4) Reactant: [CH2:1]([O:3][C:4](=[O:35])[CH:5]=[CH:6][C:7]1[C:12]([CH3:13])=[CH:11][C:10]([CH:14]=[CH:15][C:16]([C:18]2[S:19][C:20]([C:29]([F:32])([F:31])[F:30])=[C:21]3[CH2:26][C:25]([CH3:28])([CH3:27])[CH2:24][CH2:23][C:22]=23)=[O:17])=[CH:9][C:8]=1[CH2:33][CH3:34])[CH3:2]. Product: [CH2:1]([O:3][C:4](=[O:35])[CH2:5][CH2:6][C:7]1[C:12]([CH3:13])=[CH:11][C:10]([CH2:14][CH2:15][C:16]([C:18]2[S:19][C:20]([C:29]([F:30])([F:31])[F:32])=[C:21]3[CH2:26][C:25]([CH3:27])([CH3:28])[CH2:24][CH2:23][C:22]=23)=[O:17])=[CH:9][C:8]=1[CH2:33][CH3:34])[CH3:2]. The catalyst class is: 29. (5) The catalyst class is: 19. Reactant: [CH3:1][O:2][C:3]1[CH:8]=[CH:7][C:6]([CH3:9])=[CH:5][C:4]=1[C:10]1[CH2:15][C:14]([CH3:17])([CH3:16])[CH2:13][C:12]([CH3:19])([CH3:18])[CH:11]=1. Product: [CH3:1][O:2][C:3]1[CH:8]=[CH:7][C:6]([CH3:9])=[CH:5][C:4]=1[CH:10]1[CH2:15][C:14]([CH3:17])([CH3:16])[CH2:13][C:12]([CH3:19])([CH3:18])[CH2:11]1. (6) Reactant: Cl.[NH:2]1[CH2:7][CH2:6][CH2:5][CH:4]([CH2:8][NH:9][C:10]([C:12]2[C:20]3[C:15](=[N:16][CH:17]=[C:18]([CH:21]4[CH2:23][CH2:22]4)[N:19]=3)[N:14]([CH2:24][O:25][CH2:26][CH2:27][Si:28]([CH3:31])([CH3:30])[CH3:29])[CH:13]=2)=[O:11])[CH2:3]1.C(N(CC)CC)C.[C:39](Cl)(=[O:41])[CH3:40]. Product: [C:39]([N:2]1[CH2:7][CH2:6][CH2:5][CH:4]([CH2:8][NH:9][C:10]([C:12]2[C:20]3[C:15](=[N:16][CH:17]=[C:18]([CH:21]4[CH2:22][CH2:23]4)[N:19]=3)[N:14]([CH2:24][O:25][CH2:26][CH2:27][Si:28]([CH3:31])([CH3:30])[CH3:29])[CH:13]=2)=[O:11])[CH2:3]1)(=[O:41])[CH3:40]. The catalyst class is: 2.